Dataset: Forward reaction prediction with 1.9M reactions from USPTO patents (1976-2016). Task: Predict the product of the given reaction. (1) Given the reactants [C:1]([O:5][C:6](=[O:20])[NH:7][CH2:8][CH2:9][CH2:10][CH2:11][NH:12][CH:13]([C:15]1[S:16][CH:17]=[CH:18][N:19]=1)[CH3:14])([CH3:4])([CH3:3])[CH3:2].[CH3:21][C:22]1[C:23]([CH:28]=O)=[N:24][CH:25]=[CH:26][CH:27]=1.[BH-](OC(C)=O)(OC(C)=O)OC(C)=O.[Na+], predict the reaction product. The product is: [C:1]([O:5][C:6](=[O:20])[NH:7][CH2:8][CH2:9][CH2:10][CH2:11][N:12]([CH2:28][C:23]1[C:22]([CH3:21])=[CH:27][CH:26]=[CH:25][N:24]=1)[CH:13]([C:15]1[S:16][CH:17]=[CH:18][N:19]=1)[CH3:14])([CH3:2])([CH3:3])[CH3:4]. (2) Given the reactants C(OC(=O)[NH:7][CH2:8][CH2:9][O:10][CH2:11][CH2:12][O:13][CH2:14][CH2:15][O:16][CH2:17][CH2:18][N:19]([CH3:21])[CH3:20])(C)(C)C.[ClH:23], predict the reaction product. The product is: [ClH:23].[CH3:20][N:19]([CH3:21])[CH2:18][CH2:17][O:16][CH2:15][CH2:14][O:13][CH2:12][CH2:11][O:10][CH2:9][CH2:8][NH2:7]. (3) The product is: [Cl:1][C:2]1[CH:7]=[CH:6][C:5]([CH2:8][N:30]2[C:31]([CH3:33])=[CH:32][C:28]([C:26]3[O:25][N:24]=[C:23]([C:20]4[CH:21]=[CH:22][C:17]([C:13]5([CH2:12][O:11][CH3:10])[CH2:16][CH2:15][CH2:14]5)=[CH:18][CH:19]=4)[N:27]=3)=[N:29]2)=[CH:4][N:3]=1. Given the reactants [Cl:1][C:2]1[CH:7]=[CH:6][C:5]([CH2:8]Cl)=[CH:4][N:3]=1.[CH3:10][O:11][CH2:12][C:13]1([C:17]2[CH:22]=[CH:21][C:20]([C:23]3[N:27]=[C:26]([C:28]4[CH:32]=[C:31]([CH3:33])[NH:30][N:29]=4)[O:25][N:24]=3)=[CH:19][CH:18]=2)[CH2:16][CH2:15][CH2:14]1, predict the reaction product.